This data is from Full USPTO retrosynthesis dataset with 1.9M reactions from patents (1976-2016). The task is: Predict the reactants needed to synthesize the given product. (1) Given the product [CH3:1][O:2][C:3]([C:5]1[CH:6]=[N:7][N:8]2[CH:13]=[C:12]([C:15]3[CH:20]=[CH:19][C:18]([F:21])=[CH:17][C:16]=3[F:22])[C:11]([Cl:23])=[N:10][C:9]=12)=[O:4], predict the reactants needed to synthesize it. The reactants are: [CH3:1][O:2][C:3]([C:5]1[CH:6]=[N:7][N:8]2[C:13](Cl)=[C:12]([C:15]3[CH:20]=[CH:19][C:18]([F:21])=[CH:17][C:16]=3[F:22])[C:11]([Cl:23])=[N:10][C:9]=12)=[O:4].C(O)(=O)C. (2) Given the product [Br:1][C:61]1[CH:60]=[CH:59][C:58]([OH:63])=[C:57]([CH2:55][CH3:56])[CH:62]=1, predict the reactants needed to synthesize it. The reactants are: [Br-:1].[Br-].[Br-].C([N+](CCCC)(CCCC)CCCC)CCC.C([N+](CCCC)(CCCC)CCCC)CCC.C([N+](CCCC)(CCCC)CCCC)CCC.[CH2:55]([C:57]1[CH:62]=[CH:61][CH:60]=[CH:59][C:58]=1[OH:63])[CH3:56]. (3) Given the product [ClH:35].[OH:1][C:2]1[CH:7]=[CH:6][CH:5]=[CH:4][C:3]=1[C:8]1[N:17]=[C:16]([N:18]2[CH2:23][CH2:22][CH2:21][C@H:20]([CH2:24][NH:25][C:26](=[O:33])[O:27][C@H:28]3[CH2:32][CH2:31][O:30][CH2:29]3)[CH2:19]2)[C:15]2[C:10](=[CH:11][C:12]([CH3:34])=[CH:13][CH:14]=2)[N:9]=1, predict the reactants needed to synthesize it. The reactants are: [OH:1][C:2]1[CH:7]=[CH:6][CH:5]=[CH:4][C:3]=1[C:8]1[N:17]=[C:16]([N:18]2[CH2:23][CH2:22][CH2:21][C@H:20]([CH2:24][NH:25][C:26](=[O:33])[O:27][C@H:28]3[CH2:32][CH2:31][O:30][CH2:29]3)[CH2:19]2)[C:15]2[C:10](=[CH:11][C:12]([CH3:34])=[CH:13][CH:14]=2)[N:9]=1.[ClH:35].CCOCC. (4) Given the product [Cl:31][C:28]1[CH:29]=[CH:30][C:25]([CH2:24][N:21]2[CH:22]=[C:17]([NH:16][C:13]([CH:10]3[CH2:11][CH2:12][O:7][CH2:8][CH2:9]3)=[O:14])[C:1](=[O:4])[NH:19][CH:20]2[S:32][CH3:33])=[CH:26][CH:27]=1, predict the reactants needed to synthesize it. The reactants are: [C:1](=[O:4])([O-])[O-].[Na+].[Na+].[O:7]1[CH2:12][CH2:11][CH:10]([C:13](Cl)=[O:14])[CH2:9][CH2:8]1.[NH2:16][C:17]1[C:22](=O)[N:21]([CH2:24][C:25]2[CH:30]=[CH:29][C:28]([Cl:31])=[CH:27][CH:26]=2)[C:20]([S:32][CH3:33])=[N:19]C=1.C(=O)([O-])O.[Na+]. (5) Given the product [Br:10][C:3]1[C:2]([F:1])=[C:7]([F:8])[C:6]([F:9])=[C:5]([CH:4]=1)[C:31]([OH:33])=[O:32], predict the reactants needed to synthesize it. The reactants are: [F:1][C:2]1[C:7]([F:8])=[C:6]([F:9])[CH:5]=[CH:4][C:3]=1[Br:10].S1(CCCC1)(=O)=O.[Li+].CC([N-]C(C)C)C.[Li]CCCC.[C:31](=[O:33])=[O:32].